From a dataset of Full USPTO retrosynthesis dataset with 1.9M reactions from patents (1976-2016). Predict the reactants needed to synthesize the given product. (1) Given the product [Cl:1][C:2]1[CH:9]=[C:8]([O:10][CH2:11][C:12]2[O:16][C:15]([CH2:17][CH2:18][C:19]3[CH:24]=[CH:23][C:22]([C:25]([F:26])([F:28])[F:27])=[CH:21][CH:20]=3)=[N:14][C:13]=2[CH3:29])[CH:7]=[CH:6][C:3]=1[C:4]([NH:31][OH:32])=[NH:5], predict the reactants needed to synthesize it. The reactants are: [Cl:1][C:2]1[CH:9]=[C:8]([O:10][CH2:11][C:12]2[O:16][C:15]([CH2:17][CH2:18][C:19]3[CH:24]=[CH:23][C:22]([C:25]([F:28])([F:27])[F:26])=[CH:21][CH:20]=3)=[N:14][C:13]=2[CH3:29])[CH:7]=[CH:6][C:3]=1[C:4]#[N:5].Cl.[NH2:31][OH:32].C(N(CC)CC)C. (2) Given the product [Cl:18][C:15]1[CH:16]=[CH:17][C:12]([C:10](=[O:11])[CH2:9][CH2:8][N:33]2[CH2:34][CH2:35][CH:30]([C:26]3[CH:25]=[C:24]([NH:23][C:21](=[O:22])[CH:20]([CH3:19])[CH3:36])[CH:29]=[CH:28][CH:27]=3)[CH2:31][CH2:32]2)=[CH:13][CH:14]=1, predict the reactants needed to synthesize it. The reactants are: C([O-])([O-])=O.[K+].[K+].Cl[CH2:8][CH2:9][C:10]([C:12]1[CH:17]=[CH:16][C:15]([Cl:18])=[CH:14][CH:13]=1)=[O:11].[CH3:19][CH:20]([CH3:36])[C:21]([NH:23][C:24]1[CH:29]=[CH:28][CH:27]=[C:26]([CH:30]2[CH2:35][CH2:34][NH:33][CH2:32][CH2:31]2)[CH:25]=1)=[O:22].